The task is: Regression. Given a peptide amino acid sequence and an MHC pseudo amino acid sequence, predict their binding affinity value. This is MHC class II binding data.. This data is from Peptide-MHC class II binding affinity with 134,281 pairs from IEDB. (1) The peptide sequence is HVQDCDESVLTRLEA. The MHC is DRB3_0202 with pseudo-sequence DRB3_0202. The binding affinity (normalized) is 0.349. (2) The peptide sequence is KGGRKPARLIVFPDLGVRVC. The MHC is DRB1_0701 with pseudo-sequence DRB1_0701. The binding affinity (normalized) is 0.353. (3) The peptide sequence is VVAPQLPADLMIRII. The MHC is DRB1_1201 with pseudo-sequence DRB1_1201. The binding affinity (normalized) is 0.371.